This data is from NCI-60 drug combinations with 297,098 pairs across 59 cell lines. The task is: Regression. Given two drug SMILES strings and cell line genomic features, predict the synergy score measuring deviation from expected non-interaction effect. (1) Drug 1: CN(C)C1=NC(=NC(=N1)N(C)C)N(C)C. Drug 2: CN(CCCl)CCCl.Cl. Cell line: SNB-75. Synergy scores: CSS=0.324, Synergy_ZIP=1.27, Synergy_Bliss=2.65, Synergy_Loewe=0.794, Synergy_HSA=0.886. (2) Synergy scores: CSS=19.8, Synergy_ZIP=-17.8, Synergy_Bliss=-18.1, Synergy_Loewe=-10.6, Synergy_HSA=-9.42. Cell line: UO-31. Drug 2: CC1CCC2CC(C(=CC=CC=CC(CC(C(=O)C(C(C(=CC(C(=O)CC(OC(=O)C3CCCCN3C(=O)C(=O)C1(O2)O)C(C)CC4CCC(C(C4)OC)O)C)C)O)OC)C)C)C)OC. Drug 1: C1=CC(=CC=C1CCC2=CNC3=C2C(=O)NC(=N3)N)C(=O)NC(CCC(=O)O)C(=O)O. (3) Drug 1: CCCS(=O)(=O)NC1=C(C(=C(C=C1)F)C(=O)C2=CNC3=C2C=C(C=N3)C4=CC=C(C=C4)Cl)F. Drug 2: CC1=C(C(=O)C2=C(C1=O)N3CC4C(C3(C2COC(=O)N)OC)N4)N. Cell line: BT-549. Synergy scores: CSS=24.4, Synergy_ZIP=4.53, Synergy_Bliss=7.80, Synergy_Loewe=-7.24, Synergy_HSA=5.88. (4) Drug 1: COC1=C2C(=CC3=C1OC=C3)C=CC(=O)O2. Drug 2: B(C(CC(C)C)NC(=O)C(CC1=CC=CC=C1)NC(=O)C2=NC=CN=C2)(O)O. Cell line: BT-549. Synergy scores: CSS=59.4, Synergy_ZIP=-1.44, Synergy_Bliss=-4.22, Synergy_Loewe=-55.4, Synergy_HSA=-4.91. (5) Drug 1: C1=CC(=CC=C1CCC2=CNC3=C2C(=O)NC(=N3)N)C(=O)NC(CCC(=O)O)C(=O)O. Drug 2: CC1=C(N=C(N=C1N)C(CC(=O)N)NCC(C(=O)N)N)C(=O)NC(C(C2=CN=CN2)OC3C(C(C(C(O3)CO)O)O)OC4C(C(C(C(O4)CO)O)OC(=O)N)O)C(=O)NC(C)C(C(C)C(=O)NC(C(C)O)C(=O)NCCC5=NC(=CS5)C6=NC(=CS6)C(=O)NCCC[S+](C)C)O. Cell line: HCT116. Synergy scores: CSS=52.4, Synergy_ZIP=-2.34, Synergy_Bliss=-4.13, Synergy_Loewe=-1.49, Synergy_HSA=1.18. (6) Drug 1: COC1=CC(=CC(=C1O)OC)C2C3C(COC3=O)C(C4=CC5=C(C=C24)OCO5)OC6C(C(C7C(O6)COC(O7)C8=CC=CS8)O)O. Drug 2: CCN(CC)CCNC(=O)C1=C(NC(=C1C)C=C2C3=C(C=CC(=C3)F)NC2=O)C. Cell line: HCC-2998. Synergy scores: CSS=33.4, Synergy_ZIP=0.100, Synergy_Bliss=5.64, Synergy_Loewe=-3.44, Synergy_HSA=4.45. (7) Drug 1: COC1=C(C=C2C(=C1)N=CN=C2NC3=CC(=C(C=C3)F)Cl)OCCCN4CCOCC4. Drug 2: CS(=O)(=O)OCCCCOS(=O)(=O)C. Cell line: NCI-H322M. Synergy scores: CSS=43.6, Synergy_ZIP=3.46, Synergy_Bliss=3.82, Synergy_Loewe=-17.7, Synergy_HSA=1.53. (8) Drug 1: CCC1=CC2CC(C3=C(CN(C2)C1)C4=CC=CC=C4N3)(C5=C(C=C6C(=C5)C78CCN9C7C(C=CC9)(C(C(C8N6C)(C(=O)OC)O)OC(=O)C)CC)OC)C(=O)OC.C(C(C(=O)O)O)(C(=O)O)O. Drug 2: CN(CCCl)CCCl.Cl. Cell line: OVCAR-5. Synergy scores: CSS=46.5, Synergy_ZIP=-0.137, Synergy_Bliss=2.66, Synergy_Loewe=-15.4, Synergy_HSA=1.96. (9) Drug 1: C1=C(C(=O)NC(=O)N1)F. Drug 2: CC1=C(N=C(N=C1N)C(CC(=O)N)NCC(C(=O)N)N)C(=O)NC(C(C2=CN=CN2)OC3C(C(C(C(O3)CO)O)O)OC4C(C(C(C(O4)CO)O)OC(=O)N)O)C(=O)NC(C)C(C(C)C(=O)NC(C(C)O)C(=O)NCCC5=NC(=CS5)C6=NC(=CS6)C(=O)NCCC[S+](C)C)O. Cell line: MDA-MB-435. Synergy scores: CSS=32.4, Synergy_ZIP=3.78, Synergy_Bliss=3.54, Synergy_Loewe=0.512, Synergy_HSA=1.00.